From a dataset of Full USPTO retrosynthesis dataset with 1.9M reactions from patents (1976-2016). Predict the reactants needed to synthesize the given product. (1) Given the product [OH:24][C:19]1[C:22]([I:47])=[CH:23][C:16]2[C:15]3[C:14]([O:25][CH3:26])=[C:13]([O:27][CH3:28])[C:12]([O:29][CH3:30])=[CH:11][C:10]=3[CH2:9][CH2:8][C@H:7]([NH:6][C:4](=[O:5])[CH3:3])[C:17]=2[CH:18]=1, predict the reactants needed to synthesize it. The reactants are: [OH-].[Na+].[CH3:3][C:4]([NH:6][C@@H:7]1[C:17]2[CH:18]=[C:19]([OH:24])C([CH:22]=[CH:23][C:16]=2[C:15]2[C:10](=[CH:11][C:12]([O:29][CH3:30])=[C:13]([O:27][CH3:28])[C:14]=2[O:25][CH3:26])[CH2:9][CH2:8]1)=O)=[O:5].N[C@H](C(O)=O)CC1C=C2C(C=CC=C2)=CC=1.[I:47]I.Cl. (2) Given the product [Cl:21][C:22]1[CH:23]=[C:24]([NH:28][N:29]2[C:7]([C:1]3[CH:6]=[CH:5][CH:4]=[CH:3][CH:2]=3)=[C:9]([C:11]3[CH:16]=[CH:15][CH:14]=[CH:13][CH:12]=3)[NH:18][C:17]2=[S:19])[CH:25]=[CH:26][CH:27]=1, predict the reactants needed to synthesize it. The reactants are: [C:1]1([C:7]([CH:9]([C:11]2[CH:16]=[CH:15][CH:14]=[CH:13][CH:12]=2)O)=O)[CH:6]=[CH:5][CH:4]=[CH:3][CH:2]=1.[C:17]([S-:19])#[N:18].[K+].[Cl:21][C:22]1[CH:23]=[C:24]([NH:28][NH2:29])[CH:25]=[CH:26][CH:27]=1.Cl. (3) Given the product [CH3:8][N:9]([CH2:20][C:21]1[N:25]([CH3:26])[C:24]2[C:27]([N:31]3[CH2:3][CH2:2][N:34]([CH3:35])[CH2:33][CH2:32]3)=[CH:28][CH:29]=[CH:30][C:23]=2[N:22]=1)[C@@H:10]1[C:19]2[N:18]=[CH:17][CH:16]=[CH:15][C:14]=2[CH2:13][CH2:12][CH2:11]1, predict the reactants needed to synthesize it. The reactants are: F[C:2](F)(F)[C:3](O)=O.[CH3:8][N:9]([CH2:20][C:21]1[N:25]([CH3:26])[C:24]2[C:27]([N:31]3C[CH2:35][NH:34][CH2:33][CH2:32]3)=[CH:28][CH:29]=[CH:30][C:23]=2[N:22]=1)[C@@H:10]1[C:19]2[N:18]=[CH:17][CH:16]=[CH:15][C:14]=2[CH2:13][CH2:12][CH2:11]1.C(O)(=O)C.C=O.C(O[BH-](OC(=O)C)OC(=O)C)(=O)C.[Na+].